From a dataset of Reaction yield outcomes from USPTO patents with 853,638 reactions. Predict the reaction yield, written as a fraction of the theoretical maximum amount of product (1.0 means a 100% yield; for example, 0.34 means a 34% yield). (1) The reactants are [C:1]1([CH:7]([O:10][CH2:11][CH2:12][O:13][Si](C)(C)C)[C:8]#[N:9])[CH:6]=[CH:5][CH:4]=[CH:3][CH:2]=1.Cl. No catalyst specified. The product is [NH2:9][CH2:8][CH:7]([C:1]1[CH:6]=[CH:5][CH:4]=[CH:3][CH:2]=1)[O:10][CH2:11][CH2:12][OH:13]. The yield is 0.895. (2) The reactants are C(OC([N:8]1[CH:12]=[C:11]([CH2:13][CH2:14]CC(=O)NCCCCCCCC)[N:10]=[C:9]1[NH2:27])=O)(C)(C)C.[N:28]#CN.C(O)C.[ClH:34]. The product is [ClH:34].[ClH:34].[NH2:28][CH2:14][CH2:13][C:11]1[N:10]=[C:9]([NH2:27])[NH:8][CH:12]=1. The catalyst is O.CO. The yield is 0.620.